From a dataset of Reaction yield outcomes from USPTO patents with 853,638 reactions. Predict the reaction yield, written as a fraction of the theoretical maximum amount of product (1.0 means a 100% yield; for example, 0.34 means a 34% yield). (1) The reactants are [CH2:1]([C:5]1[CH:10]=[CH:9][C:8]([CH:11]([CH3:15])[C:12]([OH:14])=O)=[CH:7][CH:6]=1)[CH:2]([CH3:4])[CH3:3].[CH3:16][C:17]1[N:18]=[C:19]([NH2:28])[S:20][C:21]=1[CH2:22][CH2:23][O:24][N+:25]([O-:27])=[O:26]. No catalyst specified. The product is [CH2:1]([C:5]1[CH:6]=[CH:7][C:8]([CH:11]([CH3:15])[C:12]([NH:28][C:19]2[S:20][C:21]([CH2:22][CH2:23][O:24][N+:25]([O-:27])=[O:26])=[C:17]([CH3:16])[N:18]=2)=[O:14])=[CH:9][CH:10]=1)[CH:2]([CH3:3])[CH3:4]. The yield is 0.630. (2) The reactants are Cl.[NH2:2]O.C([O-])(O)=O.[Na+].[F:9][C:10]([F:20])([F:19])[C:11]([CH3:18])([CH3:17])[C:12](=[O:16])[CH2:13][C:14]#[N:15].Cl.[OH-].[Na+]. The catalyst is O.CO. The product is [F:9][C:10]([F:19])([F:20])[C:11]([C:12]1[O:16][N:15]=[C:14]([NH2:2])[CH:13]=1)([CH3:18])[CH3:17]. The yield is 0.600. (3) The reactants are [OH:1][CH2:2][C@H:3]1[CH2:8][CH2:7][C@H:6]([C:9]([OH:11])=[O:10])[CH2:5][CH2:4]1.N1C(C)=CC=CC=1C.O([Si:28]([C:31]([CH3:34])([CH3:33])[CH3:32])([CH3:30])[CH3:29])S(C(F)(F)F)(=O)=O. The catalyst is C(Cl)Cl. The product is [Si:28]([O:1][CH2:2][C@H:3]1[CH2:4][CH2:5][C@H:6]([C:9]([OH:11])=[O:10])[CH2:7][CH2:8]1)([C:31]([CH3:34])([CH3:33])[CH3:32])([CH3:30])[CH3:29]. The yield is 0.930. (4) The catalyst is CN(C=O)C. The product is [CH3:12][O:13][C:14]1[C:23]([O:24][CH3:25])=[CH:22][CH:21]=[CH:20][C:15]=1[C:16](=[O:17])[CH2:1][C:2]([C:4]1[CH:9]=[CH:8][C:7]([O:10][CH3:11])=[CH:6][CH:5]=1)=[O:3]. The reactants are [CH3:1][C:2]([C:4]1[CH:9]=[CH:8][C:7]([O:10][CH3:11])=[CH:6][CH:5]=1)=[O:3].[CH3:12][O:13][C:14]1[C:23]([O:24][CH3:25])=[CH:22][CH:21]=[CH:20][C:15]=1[C:16](OC)=[O:17].[H-].[Na+]. The yield is 0.740. (5) The reactants are [Br:1][C:2]1[CH:3]=[C:4]([CH2:14][N:15]2[C:19]([CH3:20])=[CH:18][C:17]([C:21]([NH:23][C:24]3[CH:29]=[CH:28][C:27]([CH:30]=O)=[CH:26][CH:25]=3)=[O:22])=[N:16]2)[C:5]2[O:9][C:8]([CH:10]([CH3:12])[CH3:11])=[CH:7][C:6]=2[CH:13]=1.[NH:32]1[CH2:37][CH2:36][CH:35]([OH:38])[CH2:34][CH2:33]1.C(O[BH-](OC(=O)C)OC(=O)C)(=O)C.[Na+].CCOC(C)=O.[Cl-:59].[Na+].O. The catalyst is C1COCC1. The product is [ClH:59].[Br:1][C:2]1[CH:3]=[C:4]([CH2:14][N:15]2[C:19]([CH3:20])=[CH:18][C:17]([C:21]([NH:23][C:24]3[CH:29]=[CH:28][C:27]([CH2:30][N:32]4[CH2:37][CH2:36][CH:35]([OH:38])[CH2:34][CH2:33]4)=[CH:26][CH:25]=3)=[O:22])=[N:16]2)[C:5]2[O:9][C:8]([CH:10]([CH3:11])[CH3:12])=[CH:7][C:6]=2[CH:13]=1. The yield is 0.293. (6) The reactants are [CH:1]1[N:5]=[CH:4][N:3]([C:6]([N:8]2[CH:12]=[N:11][CH:10]=[CH:9]2)=[O:7])[CH:2]=1.NC1[S:15][C:16]2C=C[CH:20]=[CH:19][C:17]=2N=1. The catalyst is C(#N)C. The product is [S:15]1[C:16]2[CH:17]=[CH:19][CH:20]=[CH:9][C:10]=2[N:11]=[C:12]1[NH:8][C:6]([N:3]1[CH:2]=[CH:1][N:5]=[CH:4]1)=[O:7]. The yield is 0.880.